Dataset: Forward reaction prediction with 1.9M reactions from USPTO patents (1976-2016). Task: Predict the product of the given reaction. Given the reactants [N:1]1[CH:6]=[CH:5][CH:4]=[CH:3][C:2]=1[C:7]([OH:9])=O.[O:10]=[S:11]1(=[O:21])[CH:15]=[CH:14][C:13]2[CH:16]=[CH:17][C:18]([NH2:20])=[CH:19][C:12]1=2.CCN(C(C)C)C(C)C.CN(C(ON1N=NC2C=CC=CC1=2)=[N+](C)C)C.F[P-](F)(F)(F)(F)F, predict the reaction product. The product is: [O:10]=[S:11]1(=[O:21])[CH:15]=[CH:14][C:13]2[CH:16]=[CH:17][C:18]([NH:20][C:7]([C:2]3[CH:3]=[CH:4][CH:5]=[CH:6][N:1]=3)=[O:9])=[CH:19][C:12]1=2.